From a dataset of Forward reaction prediction with 1.9M reactions from USPTO patents (1976-2016). Predict the product of the given reaction. (1) The product is: [C:1]1([CH3:11])[C:2]([S:7]([O:12][CH2:13][CH2:14][CH2:15][CH2:16][C:17]2[CH:18]=[CH:19][C:20]([C:21]#[N:22])=[CH:23][CH:24]=2)(=[O:9])=[O:8])=[CH:3][CH:4]=[CH:5][CH:6]=1. Given the reactants [C:1]1([CH3:11])[C:2]([S:7](Cl)(=[O:9])=[O:8])=[CH:3][CH:4]=[CH:5][CH:6]=1.[OH:12][CH2:13][CH2:14][CH2:15][CH2:16][C:17]1[CH:24]=[CH:23][C:20]([C:21]#[N:22])=[CH:19][CH:18]=1, predict the reaction product. (2) Given the reactants [CH3:1][O:2][C:3]1[CH:12]=[N:11][C:10]2[C:5](=[CH:6][CH:7]=[C:8]([N+:13]([O-])=O)[CH:9]=2)[N:4]=1.[Cl-].[NH4+], predict the reaction product. The product is: [CH3:1][O:2][C:3]1[CH:12]=[N:11][C:10]2[C:5](=[CH:6][CH:7]=[C:8]([NH2:13])[CH:9]=2)[N:4]=1.